Dataset: Reaction yield outcomes from USPTO patents with 853,638 reactions. Task: Predict the reaction yield, written as a fraction of the theoretical maximum amount of product (1.0 means a 100% yield; for example, 0.34 means a 34% yield). (1) The reactants are [N+:1]([CH2:4][CH:5]([CH2:12][CH2:13][CH3:14])[CH2:6][C:7]([O:9]CC)=O)([O-])=O.C([O-])=O.[NH4+].[CH3:19][O:20][C:21]1[CH:44]=[CH:43][C:24]([CH2:25][N:26]2[C:30]3=[N:31][CH:32]=[CH:33][C:34]([CH:35]=O)=[C:29]3[N:28]=[C:27]2[C:37]2[CH:42]=[CH:41][CH:40]=[CH:39][CH:38]=2)=[CH:23][CH:22]=1. The catalyst is CO.CCOCC.[Pd]. The product is [CH3:19][O:20][C:21]1[CH:44]=[CH:43][C:24]([CH2:25][N:26]2[C:30]3=[N:31][CH:32]=[CH:33][C:34]([CH2:35][N:1]4[CH2:4][CH:5]([CH2:12][CH2:13][CH3:14])[CH2:6][C:7]4=[O:9])=[C:29]3[N:28]=[C:27]2[C:37]2[CH:38]=[CH:39][CH:40]=[CH:41][CH:42]=2)=[CH:23][CH:22]=1. The yield is 0.600. (2) The yield is 0.880. The product is [Cl:29][C:28]1[CH:27]=[CH:26][C:25]([NH:30][C:31]([NH:1][C:2]2[CH:19]=[CH:18][C:5]([O:6][C:7]3[C:16]4[N:15]=[CH:14][C:13](=[O:17])[NH:12][C:11]=4[N:10]=[CH:9][CH:8]=3)=[CH:4][C:3]=2[F:20])=[O:32])=[CH:24][C:23]=1[C:22]([F:21])([F:33])[F:34]. The reactants are [NH2:1][C:2]1[CH:19]=[CH:18][C:5]([O:6][C:7]2[C:16]3[N:15]=[CH:14][C:13](=[O:17])[NH:12][C:11]=3[N:10]=[CH:9][CH:8]=2)=[CH:4][C:3]=1[F:20].[F:21][C:22]([F:34])([F:33])[C:23]1[CH:24]=[C:25]([N:30]=[C:31]=[O:32])[CH:26]=[CH:27][C:28]=1[Cl:29]. No catalyst specified. (3) The reactants are [CH3:1][C:2]1[N:6]2[CH:7]=[C:8]([C:11]([F:14])([F:13])[F:12])[CH:9]=[CH:10][C:5]2=[N:4][C:3]=1[NH:15][S:16]([C:19]1[CH:24]=[CH:23][CH:22]=[CH:21][CH:20]=1)(=[O:18])=[O:17].C([O-])([O-])=O.[Na+].[Na+].[F:31][C:32]1[CH:33]=[C:34]([CH:37]=[CH:38][C:39]=1[C:40]([F:43])([F:42])[F:41])[CH2:35]Br. The catalyst is CN(C=O)C.C(OCC)(=O)C. The product is [F:31][C:32]1[CH:33]=[C:34]([CH:37]=[CH:38][C:39]=1[C:40]([F:41])([F:42])[F:43])[CH2:35][N:15]([C:3]1[N:4]=[C:5]2[CH:10]=[CH:9][C:8]([C:11]([F:12])([F:13])[F:14])=[CH:7][N:6]2[C:2]=1[CH3:1])[S:16]([C:19]1[CH:24]=[CH:23][CH:22]=[CH:21][CH:20]=1)(=[O:18])=[O:17]. The yield is 0.660. (4) The reactants are C(OC([C:6]1[N:7]=C[O:9][C:10]=1[CH2:11][C:12]1[CH:17]=[CH:16][C:15]([Cl:18])=[C:14]([F:19])[CH:13]=1)=O)C. The catalyst is Cl. The product is [ClH:18].[NH2:7][CH2:6][C:10](=[O:9])[CH2:11][C:12]1[CH:17]=[CH:16][C:15]([Cl:18])=[C:14]([F:19])[CH:13]=1. The yield is 0.810. (5) The product is [Cl:27][C:22]1[CH:23]=[CH:24][CH:25]=[CH:26][C:21]=1[CH:11]([N:12]1[CH2:17][CH2:16][C:15]2[O:18][CH:19]=[CH:20][C:14]=2[CH2:13]1)[CH2:10][CH2:9][CH2:8][CH2:7][CH2:6][C:5]([CH3:29])([CH3:28])[C:4]([OH:30])=[O:3]. The reactants are C([O:3][C:4](=[O:30])[C:5]([CH3:29])([CH3:28])[CH2:6][CH2:7][CH2:8][CH2:9][CH2:10][CH:11]([C:21]1[CH:26]=[CH:25][CH:24]=[CH:23][C:22]=1[Cl:27])[N:12]1[CH2:17][CH2:16][C:15]2[O:18][CH:19]=[CH:20][C:14]=2[CH2:13]1)C.C(O)C.[OH-].[Na+]. The catalyst is O. The yield is 0.469. (6) The reactants are [Cl-].O[NH3+:3].[C:4](=[O:7])([O-])[OH:5].[Na+].CS(C)=O.[CH2:13]([C:15]1[S:52][C:18]2[N:19]([CH2:37][C:38]3[CH:43]=[CH:42][C:41]([C:44]4[C:45]([C:50]#[N:51])=[CH:46][CH:47]=[CH:48][CH:49]=4)=[CH:40][CH:39]=3)[C:20](=[O:36])[N:21]([CH:24]([CH3:35])[C:25]([C:27]3[CH:32]=[CH:31][C:30]([O:33][CH3:34])=[CH:29][CH:28]=3)=[O:26])[C:22](=[O:23])[C:17]=2[CH:16]=1)[CH3:14]. The catalyst is C(Cl)(Cl)Cl. The product is [CH2:13]([C:15]1[S:52][C:18]2[N:19]([CH2:37][C:38]3[CH:39]=[CH:40][C:41]([C:44]4[CH:49]=[CH:48][CH:47]=[CH:46][C:45]=4[C:50]4[NH:3][C:4](=[O:7])[O:5][N:51]=4)=[CH:42][CH:43]=3)[C:20](=[O:36])[N:21]([CH:24]([CH3:35])[C:25]([C:27]3[CH:28]=[CH:29][C:30]([O:33][CH3:34])=[CH:31][CH:32]=3)=[O:26])[C:22](=[O:23])[C:17]=2[CH:16]=1)[CH3:14]. The yield is 0.650. (7) The product is [CH2:81]([NH:85][C:56]([C:26]1[CH:27]=[C:28]2[C:23](=[CH:24][CH:25]=1)[NH:22][N:21]=[C:20]2[C:15]1[CH:14]=[CH:13][C:12]2[C:17](=[CH:18][CH:19]=[C:10]([O:9][CH2:8][CH:4]3[CH2:5][CH2:6][CH2:7][N:3]3[CH2:1][CH3:2])[CH:11]=2)[CH:16]=1)=[O:55])[CH2:82][CH2:83][CH3:84]. The catalyst is C(O)C.O. The yield is 0.620. The reactants are [CH2:1]([N:3]1[CH2:7][CH2:6][CH2:5][CH:4]1[CH2:8][O:9][C:10]1[CH:11]=[C:12]2[C:17](=[CH:18][CH:19]=1)[CH:16]=[C:15]([C:20]1[C:28]3[C:23](=[CH:24][CH:25]=[C:26](C#N)[CH:27]=3)[N:22](C3CCCCO3)[N:21]=1)[CH:14]=[CH:13]2)[CH3:2].[OH-].[K+].F[P-](F)(F)(F)(F)F.N1([O:55][C:56](N(C)C)=[N+](C)C)C2C=CC=CC=2N=N1.O.ON1C2C=CC=CC=2N=N1.C(N(CC)CC)C.[CH2:81]([NH2:85])[CH2:82][CH2:83][CH3:84].